From a dataset of NCI-60 drug combinations with 297,098 pairs across 59 cell lines. Regression. Given two drug SMILES strings and cell line genomic features, predict the synergy score measuring deviation from expected non-interaction effect. Drug 1: CN1CCC(CC1)COC2=C(C=C3C(=C2)N=CN=C3NC4=C(C=C(C=C4)Br)F)OC. Drug 2: CC1=C2C(C(=O)C3(C(CC4C(C3C(C(C2(C)C)(CC1OC(=O)C(C(C5=CC=CC=C5)NC(=O)C6=CC=CC=C6)O)O)OC(=O)C7=CC=CC=C7)(CO4)OC(=O)C)O)C)OC(=O)C. Cell line: PC-3. Synergy scores: CSS=57.1, Synergy_ZIP=6.12, Synergy_Bliss=7.15, Synergy_Loewe=-19.9, Synergy_HSA=9.31.